This data is from Full USPTO retrosynthesis dataset with 1.9M reactions from patents (1976-2016). The task is: Predict the reactants needed to synthesize the given product. Given the product [CH2:1]([O:3][C:4]1[C:29]([CH2:30][CH3:31])=[CH:28][C:7]2[NH:8][C:9]([C:11]3[C:15]([NH:16][C:17]([CH:19]4[CH2:20][CH2:21]4)=[O:18])=[CH:14][NH:13][N:12]=3)=[N:10][C:6]=2[CH:5]=1)[CH3:2], predict the reactants needed to synthesize it. The reactants are: [CH2:1]([O:3][C:4]1[C:29]([CH2:30][CH3:31])=[CH:28][C:7]2[NH:8][C:9]([C:11]3[C:15]([NH:16][C:17]([CH:19]4[CH2:21][CH2:20]4)=[O:18])=[CH:14][N:13](C4CCCCO4)[N:12]=3)=[N:10][C:6]=2[CH:5]=1)[CH3:2].O.C1(C)C=CC(S(O)(=O)=O)=CC=1.C(=O)(O)[O-].[Na+].